Dataset: Forward reaction prediction with 1.9M reactions from USPTO patents (1976-2016). Task: Predict the product of the given reaction. (1) Given the reactants [C:1]([NH:8][CH2:9][CH2:10][OH:11])([O:3][C:4]([CH3:7])([CH3:6])[CH3:5])=[O:2].[Br:12][CH2:13][CH2:14][CH2:15][C:16](O)=[O:17].CCN=C=NCCCN(C)C, predict the reaction product. The product is: [Br:12][CH2:13][CH2:14][CH2:15][C:16]([O:11][CH2:10][CH2:9][NH:8][C:1]([O:3][C:4]([CH3:5])([CH3:6])[CH3:7])=[O:2])=[O:17]. (2) Given the reactants [H][H].[CH3:3][O:4][C:5]1[CH:6]=[C:7]([CH:25]=[CH:26][C:27]=1[O:28][CH3:29])[C:8]([NH:10][C:11]1[CH:16]=[CH:15][C:14]([C:17]2([C:22]([OH:24])=[O:23])[CH2:21][CH2:20][CH2:19][CH2:18]2)=[CH:13][CH:12]=1)=[O:9].[CH3:30]O, predict the reaction product. The product is: [CH3:30][O:23][C:22]([C:17]1([C:14]2[CH:13]=[CH:12][C:11]([NH:10][C:8](=[O:9])[C:7]3[CH:25]=[CH:26][C:27]([O:28][CH3:29])=[C:5]([O:4][CH3:3])[CH:6]=3)=[CH:16][CH:15]=2)[CH2:18][CH2:19][CH2:20][CH2:21]1)=[O:24]. (3) Given the reactants [CH3:1][C:2]1[C:3](=[O:14])[C:4]([CH3:13])([CH2:8][CH:9]=[C:10]([CH3:12])[CH3:11])[CH2:5][CH2:6][CH:7]=1.[O-]S(S([O-])=O)=O.[Na+].[Na+], predict the reaction product. The product is: [CH3:13][C:4]1([CH2:8][CH:9]=[C:10]([CH3:11])[CH3:12])[CH2:5][CH2:6][CH2:7][CH:2]([CH3:1])[C:3]1=[O:14]. (4) Given the reactants [CH3:1][N:2]([CH3:14])[C:3]([C:5]1[CH:13]=[CH:12][C:8]([C:9]([OH:11])=O)=[CH:7][CH:6]=1)=[O:4].S(Cl)(Cl)=O.[NH2:19][C@H:20]1[CH2:25][C:24]2[C:26]([N:30]3[CH2:35][CH2:34][N:33]([CH3:36])[CH2:32][CH2:31]3)=[CH:27][CH:28]=[CH:29][C:23]=2[O:22][CH2:21]1.C(N(CC)CC)C, predict the reaction product. The product is: [CH3:36][N:33]1[CH2:34][CH2:35][N:30]([C:26]2[C:24]3[CH2:25][C@H:20]([NH:19][C:9](=[O:11])[C:8]4[CH:7]=[CH:6][C:5]([C:3]([N:2]([CH3:1])[CH3:14])=[O:4])=[CH:13][CH:12]=4)[CH2:21][O:22][C:23]=3[CH:29]=[CH:28][CH:27]=2)[CH2:31][CH2:32]1. (5) Given the reactants [CH3:1][O:2][C:3]1[CH:4]=[C:5]([CH3:12])[CH:6]=[C:7]([O:10][CH3:11])[C:8]=1[OH:9].Br[CH2:14][CH2:15][CH2:16][C:17]1[CH:22]=[CH:21][C:20]([F:23])=[CH:19][CH:18]=1, predict the reaction product. The product is: [F:23][C:20]1[CH:21]=[CH:22][C:17]([CH2:16][CH2:15][CH2:14][O:9][C:8]2[C:7]([O:10][CH3:11])=[CH:6][C:5]([CH3:12])=[CH:4][C:3]=2[O:2][CH3:1])=[CH:18][CH:19]=1.